From a dataset of Reaction yield outcomes from USPTO patents with 853,638 reactions. Predict the reaction yield, written as a fraction of the theoretical maximum amount of product (1.0 means a 100% yield; for example, 0.34 means a 34% yield). (1) The reactants are [CH3:1][CH2:2][CH2:3][C:4]1[C:10]2[C:11]3[O:25][C:24]([CH3:27])([CH3:26])[CH:23]=[CH:22][C:12]=3[C:13]3[O:18][C@@H:17]([CH3:19])[C@H:16]([CH3:20])[C@@H:15]([OH:21])[C:14]=3[C:9]=2[O:8][C:6](=[O:7])[CH:5]=1.CO. The catalyst is C(Cl)Cl. The product is [CH3:1][CH2:2][CH2:3][C:4]1[C:10]2[C:11]3[O:25][C:24]([CH3:27])([CH3:26])[CH:23]=[CH:22][C:12]=3[C:13]3[O:18][C@@H:17]([CH3:19])[C@H:16]([CH3:20])[C@H:15]([OH:21])[C:14]=3[C:9]=2[O:8][C:6](=[O:7])[CH:5]=1. The yield is 0.220. (2) The reactants are C([O:5][NH:6][C:7]([C@:9]1([CH3:40])[C@H:14]([NH:15][S:16]([C:19]2[CH:24]=[CH:23][C:22]([O:25][CH2:26][C:27]3[C:36]4[C:31](=[CH:32][CH:33]=[CH:34][CH:35]=4)[N:30]=[C:29]([CH3:37])[CH:28]=3)=[CH:21][CH:20]=2)(=[O:18])=[O:17])[CH2:13][CH2:12][N:11]([CH:38]=[O:39])[CH2:10]1)=[O:8])(C)(C)C.FC(F)(F)C(O)=O. No catalyst specified. The product is [CH:38]([N:11]1[CH2:12][CH2:13][C@@H:14]([NH:15][S:16]([C:19]2[CH:24]=[CH:23][C:22]([O:25][CH2:26][C:27]3[C:36]4[C:31](=[CH:32][CH:33]=[CH:34][CH:35]=4)[N:30]=[C:29]([CH3:37])[CH:28]=3)=[CH:21][CH:20]=2)(=[O:18])=[O:17])[C@@:9]([CH3:40])([C:7]([NH:6][OH:5])=[O:8])[CH2:10]1)=[O:39]. The yield is 0.600.